The task is: Predict the reactants needed to synthesize the given product.. This data is from Full USPTO retrosynthesis dataset with 1.9M reactions from patents (1976-2016). (1) Given the product [C:1]([N:39]1[CH2:38][CH2:37][N:36]([C:42]([O:44][C:45]([CH3:48])([CH3:47])[CH3:46])=[O:43])[CH2:41][CH2:40]1)(=[O:6])[CH:2]([CH3:4])[CH3:3], predict the reactants needed to synthesize it. The reactants are: [C:1]([OH:6])(=O)[CH:2]([CH3:4])[CH3:3].C(N(CC)CC)C.ON1C2C=CC=CC=2N=N1.Cl.C(N=C=NCCCN(C)C)C.[N:36]1([C:42]([O:44][C:45]([CH3:48])([CH3:47])[CH3:46])=[O:43])[CH2:41][CH2:40][NH:39][CH2:38][CH2:37]1. (2) Given the product [O:1]=[C:2]1[CH2:6][CH2:5][CH2:4][N:3]1[C:7]1[CH:17]=[CH:16][CH:15]=[CH:14][C:8]=1[C:9]([OH:11])=[O:10], predict the reactants needed to synthesize it. The reactants are: [O:1]=[C:2]1[CH2:6][CH2:5][CH2:4][N:3]1[C:7]1[CH:17]=[CH:16][CH:15]=[CH:14][C:8]=1[C:9]([O:11]CC)=[O:10].[OH-].[Na+].Cl. (3) Given the product [OH:23][C:20]1[CH:19]=[CH:18][C:17]([CH2:16][C@H:15]([O:24][C:25]2[CH:26]=[CH:27][C:28]([CH3:31])=[CH:29][CH:30]=2)[C:14]([OH:32])=[O:38])=[CH:22][CH:21]=1, predict the reactants needed to synthesize it. The reactants are: C([C@H]1COC(=O)N1[C:14](=[O:32])[C@@H:15]([O:24][C:25]1[CH:30]=[CH:29][C:28]([CH3:31])=[CH:27][CH:26]=1)[CH2:16][C:17]1[CH:22]=[CH:21][C:20]([OH:23])=[CH:19][CH:18]=1)C1C=CC=CC=1.[OH-].[Li+].OO.S(S([O-])=O)([O-])=[O:38].[Na+].[Na+]. (4) Given the product [Br:1][C:2]1[CH:3]=[N:4][C:5]2[N:6]([N:8]=[C:9]([C:11]([N:16]3[C@H:15]([CH3:14])[CH2:24][C:23]4[C:18](=[CH:19][CH:20]=[CH:21][CH:22]=4)[CH2:17]3)=[O:13])[CH:10]=2)[CH:7]=1, predict the reactants needed to synthesize it. The reactants are: [Br:1][C:2]1[CH:3]=[N:4][C:5]2[N:6]([N:8]=[C:9]([C:11]([OH:13])=O)[CH:10]=2)[CH:7]=1.[CH3:14][CH:15]1[CH2:24][C:23]2[C:18](=[CH:19][CH:20]=[CH:21][CH:22]=2)[CH2:17][NH:16]1. (5) Given the product [CH3:17][O:13][C:12](=[O:14])[CH2:11][C:8]1[CH:7]=[CH:6][C:5]([S:2]([CH3:1])(=[O:3])=[O:4])=[CH:10][CH:9]=1, predict the reactants needed to synthesize it. The reactants are: [CH3:1][S:2]([C:5]1[CH:10]=[CH:9][C:8]([CH2:11][C:12]([OH:14])=[O:13])=[CH:7][CH:6]=1)(=[O:4])=[O:3].[N+](=[CH2:17])=[N-]. (6) Given the product [CH3:35][O:34][C:31]1[CH:32]=[CH:33][C:28]([CH2:27][CH2:26][CH2:25][N:2]([CH2:3][CH2:4][N:5]2[C:11]3[CH:12]=[CH:13][CH:14]=[CH:15][C:10]=3[CH2:9][O:8][C:7]3[CH:16]=[CH:17][CH:18]=[CH:19][C:6]2=3)[CH3:1])=[CH:29][CH:30]=1, predict the reactants needed to synthesize it. The reactants are: [CH3:1][NH:2][CH2:3][CH2:4][N:5]1[C:11]2[CH:12]=[CH:13][CH:14]=[CH:15][C:10]=2[CH2:9][O:8][C:7]2[CH:16]=[CH:17][CH:18]=[CH:19][C:6]1=2.S(O[CH2:25][CH2:26][CH2:27][C:28]1[CH:33]=[CH:32][C:31]([O:34][CH3:35])=[CH:30][CH:29]=1)(=O)(=O)C.C(=O)([O-])[O-].[Na+].[Na+].[I-].[Na+]. (7) Given the product [CH2:1]([O:3][C:4]([C:6]1([NH:11][C:12]([CH:14]2[CH2:18][CH:17]([O:19][C:20]3[C:29]4[C:24](=[C:25]([CH3:32])[C:26]([O:30][CH3:31])=[CH:27][CH:28]=4)[N:23]=[C:22]([C:33]4[CH:34]=[C:35]([F:40])[CH:36]=[C:37]([F:39])[CH:38]=4)[N:21]=3)[CH2:16][CH:15]2[C:41](=[O:42])[N:51]([CH2:45][CH2:46][CH2:47][CH2:48][CH:49]=[CH2:50])[CH3:52])=[O:13])[CH2:8][CH:7]1[CH:9]=[CH2:10])=[O:5])[CH3:2], predict the reactants needed to synthesize it. The reactants are: [CH2:1]([O:3][C:4]([C:6]1([NH:11][C:12]([CH:14]2[CH2:18][CH:17]([O:19][C:20]3[C:29]4[C:24](=[C:25]([CH3:32])[C:26]([O:30][CH3:31])=[CH:27][CH:28]=4)[N:23]=[C:22]([C:33]4[CH:38]=[C:37]([F:39])[CH:36]=[C:35]([F:40])[CH:34]=4)[N:21]=3)[CH2:16][CH:15]2[C:41](O)=[O:42])=[O:13])[CH2:8][CH:7]1[CH:9]=[CH2:10])=[O:5])[CH3:2].Cl.[CH2:45]([NH:51][CH3:52])[CH2:46][CH2:47][CH2:48][CH:49]=[CH2:50]. (8) The reactants are: [Cl:1][C:2]1[CH:3]=[CH:4][C:5]([O:12]C)=[C:6]([CH2:8][C:9]([OH:11])=[O:10])[CH:7]=1.[CH2:14](O)[CH3:15]. Given the product [CH2:14]([O:11][C:9](=[O:10])[CH2:8][C:6]1[CH:7]=[C:2]([Cl:1])[CH:3]=[CH:4][C:5]=1[OH:12])[CH3:15], predict the reactants needed to synthesize it.